From a dataset of CYP2C9 inhibition data for predicting drug metabolism from PubChem BioAssay. Regression/Classification. Given a drug SMILES string, predict its absorption, distribution, metabolism, or excretion properties. Task type varies by dataset: regression for continuous measurements (e.g., permeability, clearance, half-life) or binary classification for categorical outcomes (e.g., BBB penetration, CYP inhibition). Dataset: cyp2c9_veith. (1) The compound is COc1ccc(-c2ccc(C(=S)N3CCN(C(C)=O)CC3)o2)cc1. The result is 1 (inhibitor). (2) The drug is CN1[C@@H]2CC(OC(=O)[C@H](CO)c3ccccc3)C[C@@H]1[C@H]1O[C@H]12. The result is 0 (non-inhibitor). (3) The molecule is Cc1cccc(C)c1OC1(c2ccccc2)OC(=O)c2ccccc21. The result is 1 (inhibitor).